Predict the reaction yield, written as a fraction of the theoretical maximum amount of product (1.0 means a 100% yield; for example, 0.34 means a 34% yield). From a dataset of Reaction yield outcomes from USPTO patents with 853,638 reactions. The reactants are [C:1]([O:6][CH2:7][CH3:8])(=[O:5])[CH:2]([CH3:4])[CH3:3].CN1[C:15](=[O:16])N(C)CCC1.[Li+].CC([N-][CH:23]([CH3:25])[CH3:24])C.Br[CH2:27][C:28]1[CH:33]=[CH:32][C:31]([C:34]([C:36]2[CH:41]=[CH:40][C:39]([CH2:42]Br)=[CH:38][CH:37]=2)=[O:35])=[CH:30][CH:29]=1.C1C[O:47][CH2:46][CH2:45]1. No catalyst specified. The product is [CH2:46]([O:47][C:15](=[O:16])[C:23]([CH3:24])([CH3:25])[CH2:27][C:28]1[CH:33]=[CH:32][C:31]([C:34](=[O:35])[C:36]2[CH:41]=[CH:40][C:39]([CH2:42][C:2]([C:1]([O:6][CH2:7][CH3:8])=[O:5])([CH3:4])[CH3:3])=[CH:38][CH:37]=2)=[CH:30][CH:29]=1)[CH3:45]. The yield is 0.340.